This data is from Retrosynthesis with 50K atom-mapped reactions and 10 reaction types from USPTO. The task is: Predict the reactants needed to synthesize the given product. (1) Given the product CCOc1ccc(OC)cc1C(=O)O, predict the reactants needed to synthesize it. The reactants are: CCO.COc1ccc(O)c(C(=O)O)c1. (2) Given the product CCOC(=O)/C=C/c1c(C)nn(C)c1-n1ccc2cc(C)cnc21, predict the reactants needed to synthesize it. The reactants are: CCOC(=O)CP(=O)(OCC)OCC.Cc1cnc2c(ccn2-c2c(C=O)c(C)nn2C)c1. (3) Given the product Cn1cc(-c2cnc3cc(F)c(CC(=O)O)cc3c2)cn1, predict the reactants needed to synthesize it. The reactants are: Cn1cc(B2OC(C)(C)C(C)(C)O2)cn1.O=C(O)Cc1cc2cc(Br)cnc2cc1F. (4) Given the product COc1ccc(C(CC2CCCC2)C(=O)Nc2nccs2)cc1, predict the reactants needed to synthesize it. The reactants are: COc1ccc(C(CC2CCCC2)C(=O)O)cc1.Nc1nccs1. (5) Given the product CN(C(=O)OC(C)(C)C)C1CCCC(Oc2cc(F)ccc2[N+](=O)[O-])C1, predict the reactants needed to synthesize it. The reactants are: CN(C(=O)OC(C)(C)C)C1CCCC(O)C1.O=[N+]([O-])c1ccc(F)cc1F.